From a dataset of Forward reaction prediction with 1.9M reactions from USPTO patents (1976-2016). Predict the product of the given reaction. Given the reactants Cl.Cl.[NH2:3][C:4]1[NH:9][C:8](=[O:10])[C:7]([C:11]([NH:13][CH2:14][CH:15]2[CH2:20][CH2:19][N:18]([CH2:21][CH2:22][CH2:23][CH3:24])[CH2:17][CH2:16]2)=[O:12])=[CH:6][C:5]=1[Cl:25].[H-].[Na+].I[CH3:29].O, predict the reaction product. The product is: [NH2:3][C:4]1[N:9]([CH3:29])[C:8](=[O:10])[C:7]([C:11]([NH:13][CH2:14][CH:15]2[CH2:20][CH2:19][N:18]([CH2:21][CH2:22][CH2:23][CH3:24])[CH2:17][CH2:16]2)=[O:12])=[CH:6][C:5]=1[Cl:25].